Dataset: Forward reaction prediction with 1.9M reactions from USPTO patents (1976-2016). Task: Predict the product of the given reaction. (1) Given the reactants Cl[C:2]1[C:11]2[C:6](=[CH:7][C:8]([O:12][CH3:13])=[CH:9][CH:10]=2)[CH:5]=[C:4]([NH:14][C:15]2[CH:19]=[C:18]([CH3:20])[NH:17][N:16]=2)[N:3]=1.[N:21]1[CH:26]=[CH:25][C:24]([NH2:27])=[CH:23][CH:22]=1, predict the reaction product. The product is: [CH3:13][O:12][C:8]1[CH:7]=[C:6]2[C:11](=[CH:10][CH:9]=1)[C:2]([NH:27][C:24]1[CH:25]=[CH:26][N:21]=[CH:22][CH:23]=1)=[N:3][C:4]([NH:14][C:15]1[CH:19]=[C:18]([CH3:20])[NH:17][N:16]=1)=[CH:5]2. (2) Given the reactants [CH3:1][N:2]1[CH:6]=[C:5]([C:7]2[N:12]=[N:11][C:10]([N:13]3[CH2:22][CH2:21][C:16]4(OCC[O:17]4)[CH2:15][CH2:14]3)=[CH:9][CH:8]=2)[CH:4]=[N:3]1.CC1C=CC(S(O)(=O)=O)=CC=1.O, predict the reaction product. The product is: [CH3:1][N:2]1[CH:6]=[C:5]([C:7]2[N:12]=[N:11][C:10]([N:13]3[CH2:22][CH2:21][C:16](=[O:17])[CH2:15][CH2:14]3)=[CH:9][CH:8]=2)[CH:4]=[N:3]1. (3) The product is: [F:6][C:7]1[CH:8]=[C:9]2[C:13](=[CH:14][CH:15]=1)[N:12]([CH2:16][C:17]([OH:19])=[O:18])[C:11]([CH3:20])=[C:10]2[CH2:21][C:22]1[CH:27]=[CH:26][CH:25]=[CH:24][C:23]=1[S:28]([N:31]1[CH2:36][CH2:34][CH2:33][CH2:32]1)(=[O:30])=[O:29]. Given the reactants N1CCCC1.[F:6][C:7]1[CH:8]=[C:9]2[C:13](=[CH:14][CH:15]=1)[N:12]([CH2:16][C:17]([OH:19])=[O:18])[C:11]([CH3:20])=[C:10]2[CH2:21][C:22]1[CH:27]=[CH:26][CH:25]=[CH:24][C:23]=1[S:28]([N:31]1[CH2:36]C[CH2:34][CH2:33][CH2:32]1)(=[O:30])=[O:29], predict the reaction product. (4) Given the reactants [CH3:1][O:2][C:3](=[O:23])[C:4]([NH:10][C:11]1[CH:12]=[C:13]([O:21][CH3:22])[CH:14]=[C:15]2[C:20]=1[N:19]=[CH:18][CH:17]=[CH:16]2)=[CH:5][C:6]([O:8]C)=O.CCCCCC, predict the reaction product. The product is: [CH3:1][O:2][C:3]([C:4]1[NH:10][C:11]2[C:12]([C:6](=[O:8])[CH:5]=1)=[C:13]([O:21][CH3:22])[CH:14]=[C:15]1[C:20]=2[N:19]=[CH:18][CH:17]=[CH:16]1)=[O:23]. (5) Given the reactants [OH:1][CH:2]1[CH2:7][CH2:6][CH:5]([N:8]2[C:13](=[O:14])[C:12]([CH2:15][C:16]3[CH:21]=[CH:20][C:19]([C:22]4[C:23]([C:28]#[N:29])=[CH:24][CH:25]=[CH:26][CH:27]=4)=[CH:18][CH:17]=3)=[C:11]([CH2:30][CH2:31][CH3:32])[N:10]3[N:33]=[C:34]([CH3:36])[N:35]=[C:9]23)[CH2:4][CH2:3]1.[N+](=[CH:39][C:40]([O:42][CH2:43][CH3:44])=[O:41])=[N-], predict the reaction product. The product is: [C:28]([C:23]1[CH:24]=[CH:25][CH:26]=[CH:27][C:22]=1[C:19]1[CH:20]=[CH:21][C:16]([CH2:15][C:12]2[C:13](=[O:14])[N:8]([CH:5]3[CH2:6][CH2:7][CH:2]([O:1][CH2:39][C:40]([O:42][CH2:43][CH3:44])=[O:41])[CH2:3][CH2:4]3)[C:9]3[N:10]([N:33]=[C:34]([CH3:36])[N:35]=3)[C:11]=2[CH2:30][CH2:31][CH3:32])=[CH:17][CH:18]=1)#[N:29]. (6) Given the reactants [Cl:1][C:2]1[N:11]=[CH:10][C:9]([NH:12][C:13]([C:15]2[N:19]([CH3:20])[N:18]=[C:17]([C:21]([F:27])([F:26])[C:22]([F:25])([F:24])[F:23])[C:16]=2[C:28]([F:31])([F:30])[F:29])=[O:14])=[CH:8][C:3]=1[C:4]([O:6]C)=[O:5].[OH-].[Na+], predict the reaction product. The product is: [Cl:1][C:2]1[N:11]=[CH:10][C:9]([NH:12][C:13]([C:15]2[N:19]([CH3:20])[N:18]=[C:17]([C:21]([F:26])([F:27])[C:22]([F:23])([F:24])[F:25])[C:16]=2[C:28]([F:30])([F:31])[F:29])=[O:14])=[CH:8][C:3]=1[C:4]([OH:6])=[O:5]. (7) Given the reactants [CH3:1][C:2]([C:7]1[CH:12]=[CH:11][C:10]([B:13]2[O:17][C:16]([CH3:19])([CH3:18])[C:15]([CH3:21])([CH3:20])[O:14]2)=[CH:9][CH:8]=1)([CH3:6])[C:3](O)=[O:4].C(Cl)CCl.C1C=CC2N(O)N=NC=2C=1.[CH3:36][CH:37]([CH3:40])[CH2:38][NH2:39], predict the reaction product. The product is: [CH2:38]([NH:39][C:3](=[O:4])[C:2]([CH3:6])([C:7]1[CH:8]=[CH:9][C:10]([B:13]2[O:14][C:15]([CH3:20])([CH3:21])[C:16]([CH3:18])([CH3:19])[O:17]2)=[CH:11][CH:12]=1)[CH3:1])[CH:37]([CH3:40])[CH3:36].